From a dataset of Forward reaction prediction with 1.9M reactions from USPTO patents (1976-2016). Predict the product of the given reaction. (1) Given the reactants [CH2:1]1[C:9]2[C:4](=CC=CC=2)[CH2:3][CH:2]1[O:10][C:11]1[CH:12]=[C:13]([C:19]2[NH:20][N:21]([CH3:25])[C:22](=[O:24])[CH:23]=2)[CH:14]=[CH:15][C:16]=1[O:17][CH3:18].N(C1[CH:36]=[CH:35][C:31]([C:32]([OH:34])=[O:33])=[CH:30][CH:29]=1)N.O.NN, predict the reaction product. The product is: [CH:2]1([O:10][C:11]2[CH:12]=[C:13]([C:19]3[NH:20][N:21]([C:25]4[CH:36]=[CH:35][C:31]([C:32]([OH:34])=[O:33])=[CH:30][CH:29]=4)[C:22](=[O:24])[CH:23]=3)[CH:14]=[CH:15][C:16]=2[O:17][CH3:18])[CH2:3][CH2:4][CH2:9][CH2:1]1. (2) Given the reactants [C:1]([O:5][C:6](=[O:21])[N:7]([C@@H:9]1[CH2:13][CH2:12][N:11](CC2C=CC=CC=2)[CH2:10]1)[CH3:8])([CH3:4])([CH3:3])[CH3:2], predict the reaction product. The product is: [C:1]([O:5][C:6](=[O:21])[N:7]([CH3:8])[C@@H:9]1[CH2:13][CH2:12][NH:11][CH2:10]1)([CH3:4])([CH3:3])[CH3:2].